Dataset: Peptide-MHC class I binding affinity with 185,985 pairs from IEDB/IMGT. Task: Regression. Given a peptide amino acid sequence and an MHC pseudo amino acid sequence, predict their binding affinity value. This is MHC class I binding data. (1) The peptide sequence is RIRTWKSLVK. The MHC is Mamu-B8301 with pseudo-sequence Mamu-B8301. The binding affinity (normalized) is 0.256. (2) The MHC is HLA-B07:02 with pseudo-sequence HLA-B07:02. The binding affinity (normalized) is 0.441. The peptide sequence is LPTTLFQPY. (3) The binding affinity (normalized) is 0.597. The peptide sequence is QLSNNKYVL. The MHC is HLA-A02:02 with pseudo-sequence HLA-A02:02. (4) The peptide sequence is GTLEFTPID. The MHC is HLA-A02:01 with pseudo-sequence HLA-A02:01. The binding affinity (normalized) is 0. (5) The peptide sequence is GMLSSLHTL. The MHC is HLA-B15:01 with pseudo-sequence HLA-B15:01. The binding affinity (normalized) is 0.488. (6) The binding affinity (normalized) is 0.483. The peptide sequence is ETITEKTFK. The MHC is HLA-A11:01 with pseudo-sequence HLA-A11:01.